The task is: Predict the reaction yield, written as a fraction of the theoretical maximum amount of product (1.0 means a 100% yield; for example, 0.34 means a 34% yield).. This data is from Reaction yield outcomes from USPTO patents with 853,638 reactions. (1) The reactants are Cl[C:2]1[CH:7]=[CH:6][N:5]=[CH:4][C:3]=1[N+:8]([O-:10])=[O:9].[NH2:11][C@@H:12]1[CH2:17][CH2:16][C@H:15]([C:18]([O:20][CH2:21]C)=[O:19])[CH2:14][CH2:13]1.C(#N)C.CCN(C(C)C)C(C)C. The catalyst is O.C(Cl)Cl. The product is [N+:8]([C:3]1[CH:4]=[N:5][CH:6]=[CH:7][C:2]=1[NH:11][C@@H:12]1[CH2:13][CH2:14][C@H:15]([C:18]([O:20][CH3:21])=[O:19])[CH2:16][CH2:17]1)([O-:10])=[O:9]. The yield is 0.760. (2) The reactants are C(=O)([O-])[O-].[Na+].[Na+].Br[C:8]1[N:9]([C:24]2[C:33]3[C:28](=[CH:29][CH:30]=[CH:31][CH:32]=3)[C:27]([CH:34]3[CH2:36][CH2:35]3)=[CH:26][CH:25]=2)[C:10]([S:13][C:14]([CH3:23])([CH3:22])[C:15]([O:17][C:18]([CH3:21])([CH3:20])[CH3:19])=[O:16])=[N:11][N:12]=1.[C:37]1(B(O)O)[CH:42]=[CH:41][CH:40]=[CH:39][CH:38]=1. The catalyst is C1(C)C=CC=CC=1.C1COCC1.C1C=CC([P]([Pd]([P](C2C=CC=CC=2)(C2C=CC=CC=2)C2C=CC=CC=2)([P](C2C=CC=CC=2)(C2C=CC=CC=2)C2C=CC=CC=2)[P](C2C=CC=CC=2)(C2C=CC=CC=2)C2C=CC=CC=2)(C2C=CC=CC=2)C2C=CC=CC=2)=CC=1. The product is [CH:34]1([C:27]2[C:28]3[C:33](=[CH:32][CH:31]=[CH:30][CH:29]=3)[C:24]([N:9]3[C:8]([C:37]4[CH:42]=[CH:41][CH:40]=[CH:39][CH:38]=4)=[N:12][N:11]=[C:10]3[S:13][C:14]([CH3:23])([CH3:22])[C:15]([O:17][C:18]([CH3:21])([CH3:20])[CH3:19])=[O:16])=[CH:25][CH:26]=2)[CH2:36][CH2:35]1. The yield is 0.730.